Dataset: Forward reaction prediction with 1.9M reactions from USPTO patents (1976-2016). Task: Predict the product of the given reaction. (1) Given the reactants CC1C(C)O[C:4]2([CH2:12][C:11]([CH3:14])([CH3:13])[C:10]([C:16]#[C:17][C:18]3[N:22]([CH3:23])[CH:21]=[N:20][CH:19]=3)([OH:15])[C:9]([CH3:24])=[CH:8]2)[O:3]1.O, predict the reaction product. The product is: [OH:15][C:10]1([C:16]#[C:17][C:18]2[N:22]([CH3:23])[CH:21]=[N:20][CH:19]=2)[C:11]([CH3:13])([CH3:14])[CH2:12][C:4](=[O:3])[CH:8]=[C:9]1[CH3:24]. (2) Given the reactants [OH:1][C:2]1[CH:9]=[C:8]([O:10][CH3:11])[CH:7]=[CH:6][C:3]=1[CH:4]=[O:5].II.[I:14](O)(=O)(=O)=O.C(OCC)(=O)C, predict the reaction product. The product is: [OH:1][C:2]1[C:9]([I:14])=[C:8]([O:10][CH3:11])[CH:7]=[CH:6][C:3]=1[CH:4]=[O:5]. (3) The product is: [CH3:1][O:2][C:3]([CH:5]1[CH2:10][CH2:9][CH2:8][CH:7]([O:11][CH3:19])[N:6]1[C:12]([O:14][C:15]([CH3:18])([CH3:17])[CH3:16])=[O:13])=[O:4]. Given the reactants [CH3:1][O:2][C:3]([CH:5]1[CH2:10][CH2:9][CH2:8][CH:7]([OH:11])[N:6]1[C:12]([O:14][C:15]([CH3:18])([CH3:17])[CH3:16])=[O:13])=[O:4].[CH3:19]O, predict the reaction product. (4) Given the reactants O.O.O.[F-].C([N+](CCCC)(CCCC)CCCC)CCC.O.[Cl:23][C:24]1[CH:25]=[C:26]([C:49]2[CH:54]=[CH:53][C:52]([C:55]([N:57]3[CH2:62][CH2:61][CH:60]([C:63]([F:66])([F:65])[F:64])[CH2:59][CH2:58]3)=[O:56])=[CH:51][CH:50]=2)[CH:27]=[C:28]([Cl:48])[C:29]=1[CH2:30][C@@H:31]1[CH2:35][CH2:34][N:33]([C@H:36]2[CH2:41][CH2:40][C@H:39](OS(C)(=O)=O)[CH2:38][CH2:37]2)[C:32]1=[O:47], predict the reaction product. The product is: [CH:36]1([N:33]2[CH2:34][CH2:35][C@@H:31]([CH2:30][C:29]3[C:24]([Cl:23])=[CH:25][C:26]([C:49]4[CH:50]=[CH:51][C:52]([C:55]([N:57]5[CH2:58][CH2:59][CH:60]([C:63]([F:66])([F:65])[F:64])[CH2:61][CH2:62]5)=[O:56])=[CH:53][CH:54]=4)=[CH:27][C:28]=3[Cl:48])[C:32]2=[O:47])[CH2:41][CH2:40][CH:39]=[CH:38][CH2:37]1. (5) Given the reactants C1(P(C2C=CC=CC=2)C2C=CC=CC=2)C=CC=CC=1.CCOC(/N=N/C(OCC)=O)=O.[CH3:32][O:33][C:34](=[O:52])[C:35]([C:38]1[CH:43]=[CH:42][C:41]([O:44][CH2:45][C:46]2[CH:51]=[CH:50][CH:49]=[CH:48][CH:47]=2)=[CH:40][CH:39]=1)([OH:37])[CH3:36].[Cl:53][C:54]1[CH:59]=[CH:58][C:57](O)=[CH:56][CH:55]=1, predict the reaction product. The product is: [CH3:32][O:33][C:34](=[O:52])[C:35]([C:38]1[CH:43]=[CH:42][C:41]([O:44][CH2:45][C:46]2[CH:47]=[CH:48][CH:49]=[CH:50][CH:51]=2)=[CH:40][CH:39]=1)([O:37][C:57]1[CH:58]=[CH:59][C:54]([Cl:53])=[CH:55][CH:56]=1)[CH3:36]. (6) Given the reactants [Br:1][C:2]1[CH:7]=[CH:6][C:5]([CH2:8][CH2:9][OH:10])=[CH:4][CH:3]=1.[H-].[Na+].[CH2:13](Br)[C:14]1[CH:19]=[CH:18][CH:17]=[CH:16][CH:15]=1.O, predict the reaction product. The product is: [CH2:13]([O:10][CH2:9][CH2:8][C:5]1[CH:6]=[CH:7][C:2]([Br:1])=[CH:3][CH:4]=1)[C:14]1[CH:19]=[CH:18][CH:17]=[CH:16][CH:15]=1. (7) Given the reactants [C:1]([O:5][C:6]([N:8]([CH2:10][C:11]1[S:12][C:13]([S:23]CCC(OCC(CC)CCCC)=O)=[C:14]([C:16]2[CH:21]=[CH:20][CH:19]=[CH:18][C:17]=2[F:22])[N:15]=1)[CH3:9])=[O:7])([CH3:4])([CH3:3])[CH3:2].[O-][CH2:38][CH3:39].[Na+], predict the reaction product. The product is: [F:22][C:17]1[CH:18]=[CH:19][CH:20]=[CH:21][C:16]=1[C:14]1[N:15]=[C:11]([CH2:10][N:8]([CH3:9])[C:6](=[O:7])[O:5][C:1]([CH3:3])([CH3:2])[CH3:4])[S:12][C:13]=1[S:23][C:18]1[CH:19]=[CH:20][CH:21]=[C:16]([CH2:14][N:15]2[CH2:39][CH2:38][CH2:10][CH2:11]2)[CH:17]=1.